The task is: Predict which catalyst facilitates the given reaction.. This data is from Catalyst prediction with 721,799 reactions and 888 catalyst types from USPTO. (1) Reactant: [CH2:1]([O:8][C:9]([N:11]([CH3:38])[C@@H:12]([C:27]1[CH:28]=[C:29]([CH:35]=[CH:36][CH:37]=1)[C:30](OCC)=[O:31])[CH2:13][N:14]1[CH2:18][CH2:17][C@H:16]([O:19][Si:20]([C:23]([CH3:26])([CH3:25])[CH3:24])([CH3:22])[CH3:21])[CH2:15]1)=[O:10])[C:2]1[CH:7]=[CH:6][CH:5]=[CH:4][CH:3]=1.[NH2:39][NH2:40]. Product: [CH2:1]([O:8][C:9](=[O:10])[N:11]([C@@H:12]([C:27]1[CH:37]=[CH:36][CH:35]=[C:29]([C:30]([NH:39][NH2:40])=[O:31])[CH:28]=1)[CH2:13][N:14]1[CH2:18][CH2:17][C@H:16]([O:19][Si:20]([C:23]([CH3:25])([CH3:24])[CH3:26])([CH3:21])[CH3:22])[CH2:15]1)[CH3:38])[C:2]1[CH:3]=[CH:4][CH:5]=[CH:6][CH:7]=1. The catalyst class is: 8. (2) Reactant: [Si:1]([O:8][CH2:9][C:10]1[CH:11]=[C:12]([NH:16][C:17](=[O:25])OC2C=CC=CC=2)[CH:13]=[N:14][CH:15]=1)([C:4]([CH3:7])([CH3:6])[CH3:5])([CH3:3])[CH3:2].[C:26]([C:30]1[CH:34]=[C:33]([CH2:35][NH2:36])[N:32]([C:37]2[CH:42]=[CH:41][CH:40]=[C:39]([Cl:43])[CH:38]=2)[N:31]=1)([CH3:29])([CH3:28])[CH3:27]. Product: [C:26]([C:30]1[CH:34]=[C:33]([CH2:35][NH:36][C:17]([NH:16][C:12]2[CH:13]=[N:14][CH:15]=[C:10]([CH2:9][O:8][Si:1]([C:4]([CH3:5])([CH3:6])[CH3:7])([CH3:2])[CH3:3])[CH:11]=2)=[O:25])[N:32]([C:37]2[CH:42]=[CH:41][CH:40]=[C:39]([Cl:43])[CH:38]=2)[N:31]=1)([CH3:29])([CH3:27])[CH3:28]. The catalyst class is: 766. (3) Reactant: [CH2:1]([N:4]([CH2:15][CH:16]([OH:20])[CH2:17][CH:18]=[CH2:19])[C:5](=[O:14])[O:6][CH2:7][C:8]1[CH:13]=[CH:12][CH:11]=[CH:10][CH:9]=1)C=C. Product: [OH:20][CH:16]1[CH2:17][CH:18]=[CH:19][CH2:1][N:4]([C:5]([O:6][CH2:7][C:8]2[CH:9]=[CH:10][CH:11]=[CH:12][CH:13]=2)=[O:14])[CH2:15]1. The catalyst class is: 2.